From a dataset of NCI-60 drug combinations with 297,098 pairs across 59 cell lines. Regression. Given two drug SMILES strings and cell line genomic features, predict the synergy score measuring deviation from expected non-interaction effect. Drug 1: C1=CC(=CC=C1CCCC(=O)O)N(CCCl)CCCl. Drug 2: COC1=C2C(=CC3=C1OC=C3)C=CC(=O)O2. Cell line: MDA-MB-231. Synergy scores: CSS=21.2, Synergy_ZIP=-3.29, Synergy_Bliss=-4.79, Synergy_Loewe=-5.27, Synergy_HSA=-3.62.